This data is from Forward reaction prediction with 1.9M reactions from USPTO patents (1976-2016). The task is: Predict the product of the given reaction. (1) Given the reactants [Cl:1][C:2]1[C:7]([C:8](Cl)=[O:9])=[C:6]([Cl:11])[N:5]=[CH:4][N:3]=1.[Si:12]([O:19][C@H:20]([CH3:40])[CH2:21][NH:22][C:23]1[CH:28]=[CH:27][C:26]([C@H:29]2[CH2:34][CH2:33][C@H:32]([CH2:35][C:36]([O:38][CH3:39])=[O:37])[CH2:31][CH2:30]2)=[CH:25][CH:24]=1)([C:15]([CH3:18])([CH3:17])[CH3:16])([CH3:14])[CH3:13], predict the reaction product. The product is: [Si:12]([O:19][C@H:20]([CH3:40])[CH2:21][N:22]([C:8]([C:7]1[C:6]([Cl:11])=[N:5][CH:4]=[N:3][C:2]=1[Cl:1])=[O:9])[C:23]1[CH:24]=[CH:25][C:26]([C@H:29]2[CH2:30][CH2:31][C@H:32]([CH2:35][C:36]([O:38][CH3:39])=[O:37])[CH2:33][CH2:34]2)=[CH:27][CH:28]=1)([C:15]([CH3:18])([CH3:17])[CH3:16])([CH3:13])[CH3:14]. (2) Given the reactants [C:1]([O:7][C:8]([CH3:11])([CH3:10])[CH3:9])(=[O:6])[CH2:2][C:3]([CH3:5])=O.[C:12]1([CH3:20])[CH:17]=[CH:16][C:15]([CH:18]=O)=[CH:14][CH:13]=1.N1CCCCC1.[NH2:27][C:28]([CH2:35][NH:36][C:37]([O:39][C:40]([CH3:43])([CH3:42])[CH3:41])=[O:38])=[CH:29][C:30]([O:32][CH2:33][CH3:34])=[O:31], predict the reaction product. The product is: [C:40]([O:39][C:37]([NH:36][CH2:35][C:28]1[NH:27][C:3]([CH3:5])=[C:2]([C:1]([O:7][C:8]([CH3:11])([CH3:10])[CH3:9])=[O:6])[CH:18]([C:15]2[CH:16]=[CH:17][C:12]([CH3:20])=[CH:13][CH:14]=2)[C:29]=1[C:30]([O:32][CH2:33][CH3:34])=[O:31])=[O:38])([CH3:43])([CH3:42])[CH3:41].